This data is from Reaction yield outcomes from USPTO patents with 853,638 reactions. The task is: Predict the reaction yield, written as a fraction of the theoretical maximum amount of product (1.0 means a 100% yield; for example, 0.34 means a 34% yield). (1) The reactants are [CH2:1]([C:8]1[CH:9]=[CH:10][C:11]2[O:15][C:14]([C:16]3[CH:17]=[C:18]4[C:23](=[CH:24][CH:25]=3)[CH2:22][N:21]([CH2:26][CH2:27][C:28]([O:30]C(C)(C)C)=[O:29])[CH2:20][CH2:19]4)=[CH:13][C:12]=2[CH:35]=1)[C:2]1[CH:7]=[CH:6][CH:5]=[CH:4][CH:3]=1.C(O)(C(F)(F)F)=O. The catalyst is C(Cl)Cl. The product is [CH2:1]([C:8]1[CH:9]=[CH:10][C:11]2[O:15][C:14]([C:16]3[CH:17]=[C:18]4[C:23](=[CH:24][CH:25]=3)[CH2:22][N:21]([CH2:26][CH2:27][C:28]([OH:30])=[O:29])[CH2:20][CH2:19]4)=[CH:13][C:12]=2[CH:35]=1)[C:2]1[CH:3]=[CH:4][CH:5]=[CH:6][CH:7]=1. The yield is 0.400. (2) The reactants are Br[C:2]1[CH:7]=[CH:6][C:5]([O:8][CH3:9])=[CH:4][C:3]=1[CH3:10].[F:11][C:12]([F:19])([F:18])[C:13]1[CH:14]=[N:15][NH:16][CH:17]=1.C(=O)([O-])[O-].[Cs+].[Cs+]. The catalyst is CN(C)C=O.O.[Cu]=O. The product is [CH3:9][O:8][C:5]1[CH:6]=[CH:7][C:2]([N:15]2[CH:14]=[C:13]([C:12]([F:19])([F:18])[F:11])[CH:17]=[N:16]2)=[C:3]([CH3:10])[CH:4]=1. The yield is 0.290. (3) The reactants are [OH:1][C:2]1[C:3]([C:15]([O:17]C)=O)=[N:4][N:5]([C:9]2[CH:14]=[CH:13][CH:12]=[CH:11][CH:10]=2)[C:6](=[O:8])[CH:7]=1.[NH3:19]. No catalyst specified. The product is [OH:1][C:2]1[C:3]([C:15]([NH2:19])=[O:17])=[N:4][N:5]([C:9]2[CH:14]=[CH:13][CH:12]=[CH:11][CH:10]=2)[C:6](=[O:8])[CH:7]=1. The yield is 0.850. (4) The reactants are [OH:1][C:2]1[CH:7]=[CH:6][CH:5]=[CH:4][C:3]=1[C:8](=O)[CH2:9][CH3:10].Br[CH2:13][C:14]([O:16][CH3:17])=[O:15].C(=O)([O-])[O-].[K+].[K+].N12CCCN=C1CCCCC2.Cl. The catalyst is CN(C)C=O.CC(C)=O. The product is [CH2:9]([C:8]1[C:3]2[CH:4]=[CH:5][CH:6]=[CH:7][C:2]=2[O:1][C:13]=1[C:14]([O:16][CH3:17])=[O:15])[CH3:10]. The yield is 0.520. (5) The reactants are C(O)(=O)C(C)(C)C.C(=O)([O-])[O-].[K+].[K+].Br[C:15]1[CH:33]=[CH:32][C:31]([Cl:34])=[CH:30][C:16]=1[CH2:17][O:18][C:19]1[CH:28]=[C:27]2[C:22]([CH2:23][CH2:24][CH2:25][C:26]2=[O:29])=[CH:21][CH:20]=1. The catalyst is CC(N(C)C)=O.C([O-])(=O)C(C)(C)C.[Pd+2].C([O-])(=O)C(C)(C)C.FC1C=CC(P(C2C=CC(F)=CC=2)C2C=CC(F)=CC=2)=CC=1. The product is [Cl:34][C:31]1[CH:32]=[CH:33][C:15]2[C:20]3[CH:21]=[C:22]4[CH2:23][CH2:24][CH2:25][C:26](=[O:29])[C:27]4=[CH:28][C:19]=3[O:18][CH2:17][C:16]=2[CH:30]=1. The yield is 0.670.